This data is from TCR-epitope binding with 47,182 pairs between 192 epitopes and 23,139 TCRs. The task is: Binary Classification. Given a T-cell receptor sequence (or CDR3 region) and an epitope sequence, predict whether binding occurs between them. (1) The epitope is TLDSKTQSL. The TCR CDR3 sequence is CAISDPDRARTNEKLFF. Result: 1 (the TCR binds to the epitope). (2) The epitope is LPPIVAKEI. The TCR CDR3 sequence is CSARDFRGTSGTGELFF. Result: 0 (the TCR does not bind to the epitope). (3) The epitope is GTHWFVTQR. The TCR CDR3 sequence is CASSYSGGSYEQYF. Result: 0 (the TCR does not bind to the epitope). (4) The epitope is VLWAHGFEL. The TCR CDR3 sequence is CASSPQLDRGNEQFF. Result: 1 (the TCR binds to the epitope). (5) The epitope is WICLLQFAY. The TCR CDR3 sequence is CAISESGASNYEQYF. Result: 1 (the TCR binds to the epitope). (6) The epitope is LLMPILTLT. The TCR CDR3 sequence is CASSLGTGTDTQYF. Result: 0 (the TCR does not bind to the epitope). (7) The epitope is KRWIILGLNK. The TCR CDR3 sequence is CASSLVSGDTQYF. Result: 0 (the TCR does not bind to the epitope).